This data is from Reaction yield outcomes from USPTO patents with 853,638 reactions. The task is: Predict the reaction yield, written as a fraction of the theoretical maximum amount of product (1.0 means a 100% yield; for example, 0.34 means a 34% yield). (1) The reactants are O[CH2:2][C@H:3]([NH:5][C:6](=[O:12])[O:7][C:8]([CH3:11])([CH3:10])[CH3:9])[CH3:4].C(Br)(Br)(Br)[Br:14].C1(P(C2C=CC=CC=2)C2C=CC=CC=2)C=CC=CC=1.O. The catalyst is C(Cl)Cl. The product is [Br:14][CH2:2][C@H:3]([NH:5][C:6](=[O:12])[O:7][C:8]([CH3:11])([CH3:10])[CH3:9])[CH3:4]. The yield is 0.500. (2) The catalyst is CN(C=O)C.CCOCC. The product is [Si:11]([O:1][C:2]1[CH:10]=[CH:9][C:5]([CH2:6][C:7]#[N:8])=[CH:4][CH:3]=1)([C:14]([CH3:17])([CH3:16])[CH3:15])([CH3:13])[CH3:12]. The reactants are [OH:1][C:2]1[CH:10]=[CH:9][C:5]([CH2:6][C:7]#[N:8])=[CH:4][CH:3]=1.[Si:11](Cl)([C:14]([CH3:17])([CH3:16])[CH3:15])([CH3:13])[CH3:12].N1C=CN=C1. The yield is 0.980. (3) The product is [CH:20]([C:17]1[CH:18]=[CH:19][C:14]([C@@H:10]2[C:9]3[C:8]([CH3:23])=[C:7]([NH:24][C:25](=[O:31])[CH2:26][C:27]([CH3:28])([CH3:30])[CH3:29])[C:6]([CH3:32])=[C:5]([CH2:2][CH2:3][CH3:4])[C:13]=3[O:12][CH2:11]2)=[CH:15][CH:16]=1)([CH3:21])[CH3:22]. The reactants are O[CH:2]([C:5]1[C:13]2[O:12][CH2:11][C@H:10]([C:14]3[CH:19]=[CH:18][C:17]([CH:20]([CH3:22])[CH3:21])=[CH:16][CH:15]=3)[C:9]=2[C:8]([CH3:23])=[C:7]([NH:24][C:25](=[O:31])[CH2:26][C:27]([CH3:30])([CH3:29])[CH3:28])[C:6]=1[CH3:32])[CH2:3][CH3:4]. The catalyst is [Pd].C(O)(=O)C. The yield is 0.710. (4) The reactants are [F:1][C:2]1[CH:3]=[C:4]([NH2:8])[CH:5]=[CH:6][CH:7]=1.C(=O)([O-])[O-].[K+].[K+].O.Cl[C:17]([O:19][CH2:20][C:21]1[CH:26]=[CH:25][CH:24]=[CH:23][CH:22]=1)=[O:18]. The catalyst is O1CCCC1.C(OCC)(=O)C. The product is [CH2:20]([O:19][C:17](=[O:18])[NH:8][C:4]1[CH:5]=[CH:6][CH:7]=[C:2]([F:1])[CH:3]=1)[C:21]1[CH:26]=[CH:25][CH:24]=[CH:23][CH:22]=1. The yield is 0.950.